Dataset: Forward reaction prediction with 1.9M reactions from USPTO patents (1976-2016). Task: Predict the product of the given reaction. (1) Given the reactants [NH2:1][C@@H:2]([CH:39]([CH3:41])[CH3:40])[C:3]([NH:5][C@@H:6]([CH2:32][CH2:33][CH2:34][NH:35][C:36]([NH2:38])=[O:37])[C:7]([NH:9][C:10]1[CH:31]=[CH:30][C:13]([CH2:14][C@@H:15]2[N:19]([C:20]([O:22][C:23]([CH3:26])([CH3:25])[CH3:24])=[O:21])[C:18](=[O:27])[C:17]([CH3:29])([CH3:28])[CH2:16]2)=[CH:12][CH:11]=1)=[O:8])=[O:4].[OH-:42].[Li+].O.Cl, predict the reaction product. The product is: [NH2:1][C@@H:2]([CH:39]([CH3:40])[CH3:41])[C:3]([NH:5][C@@H:6]([CH2:32][CH2:33][CH2:34][NH:35][C:36]([NH2:38])=[O:37])[C:7]([NH:9][C:10]1[CH:11]=[CH:12][C:13]([CH2:14][C@H:15]([NH:19][C:20]([O:22][C:23]([CH3:26])([CH3:24])[CH3:25])=[O:21])[CH2:16][C:17]([CH3:29])([CH3:28])[C:18]([OH:27])=[O:42])=[CH:30][CH:31]=1)=[O:8])=[O:4]. (2) Given the reactants Br[C:2]1[CH:3]=[CH:4][C:5]([O:10][CH2:11][C:12]([F:15])([F:14])[F:13])=[C:6]([CH:9]=1)[C:7]#[N:8].[O:16]1[CH2:21]COC[CH2:17]1.C(=O)([O-])[O-].[Cs+].[Cs+], predict the reaction product. The product is: [CH3:17][O:16][CH2:21][C:2]1[CH:3]=[CH:4][C:5]([O:10][CH2:11][C:12]([F:15])([F:14])[F:13])=[C:6]([CH:9]=1)[C:7]#[N:8]. (3) Given the reactants [OH:1][CH2:2][C:3]1[CH:18]=[CH:17][C:6]([CH2:7][CH2:8][NH:9][C:10](=[O:16])[O:11][C:12]([CH3:15])([CH3:14])[CH3:13])=[CH:5][CH:4]=1, predict the reaction product. The product is: [CH:2]([C:3]1[CH:4]=[CH:5][C:6]([CH2:7][CH2:8][NH:9][C:10](=[O:16])[O:11][C:12]([CH3:13])([CH3:14])[CH3:15])=[CH:17][CH:18]=1)=[O:1]. (4) Given the reactants Br[C:2]1[C:3]([C:9]2[CH:14]=[CH:13][C:12]([N+:15]([O-:17])=[O:16])=[CH:11][CH:10]=2)=[N:4][N:5]([CH2:7][CH3:8])[CH:6]=1.[CH3:18][C:19]1([CH3:35])[C:23]([CH3:25])([CH3:24])[O:22][B:21]([B:21]2[O:22][C:23]([CH3:25])([CH3:24])[C:19]([CH3:35])([CH3:18])[O:20]2)[O:20]1.C([O-])(=O)C.[K+], predict the reaction product. The product is: [CH2:7]([N:5]1[CH:6]=[C:2]([B:21]2[O:22][C:23]([CH3:25])([CH3:24])[C:19]([CH3:35])([CH3:18])[O:20]2)[C:3]([C:9]2[CH:14]=[CH:13][C:12]([N+:15]([O-:17])=[O:16])=[CH:11][CH:10]=2)=[N:4]1)[CH3:8]. (5) Given the reactants [I:1][C:2]1[CH:6]=[C:5]([CH:7]2[CH2:12][CH2:11][NH:10][CH2:9][CH2:8]2)[N:4]([CH:13](C)C)[N:3]=1.IC1C=C(C2CCN(C(OC(C)(C)C)=O)CC2)N(C)N=1, predict the reaction product. The product is: [I:1][C:2]1[CH:6]=[C:5]([CH:7]2[CH2:12][CH2:11][NH:10][CH2:9][CH2:8]2)[N:4]([CH3:13])[N:3]=1. (6) Given the reactants [Cl:1][C:2]1[CH:7]=[CH:6][C:5]([S:8]([CH2:11][C:12]2[CH:17]=[CH:16][N:15]=[CH:14][CH:13]=2)(=[O:10])=[O:9])=[CH:4][CH:3]=1.[CH3:18][N:19]([CH3:24])[CH2:20][CH2:21][CH2:22]O.C(C=P(CCCC)(CCCC)CCCC)#N, predict the reaction product. The product is: [Cl:1][C:2]1[CH:3]=[CH:4][C:5]([S:8]([CH:11]([C:12]2[CH:13]=[CH:14][N:15]=[CH:16][CH:17]=2)[CH2:22][CH2:21][CH2:20][N:19]([CH3:24])[CH3:18])(=[O:9])=[O:10])=[CH:6][CH:7]=1. (7) Given the reactants [CH3:1][C:2]1[N:7]=[C:6](Cl)[CH:5]=[C:4]([Cl:9])[N:3]=1.[NH:10]1[CH2:15][CH2:14][O:13][CH2:12][CH2:11]1, predict the reaction product. The product is: [CH3:1][C:2]1[N:3]=[C:4]([Cl:9])[CH:5]=[C:6]([N:10]2[CH2:15][CH2:14][O:13][CH2:12][CH2:11]2)[N:7]=1.